Dataset: Reaction yield outcomes from USPTO patents with 853,638 reactions. Task: Predict the reaction yield, written as a fraction of the theoretical maximum amount of product (1.0 means a 100% yield; for example, 0.34 means a 34% yield). (1) The reactants are [CH3:1][O:2][C:3](=[O:21])[C:4]([CH3:20])([CH3:19])[CH:5]([N:9]1[C:13]2[CH:14]=[CH:15][CH:16]=[CH:17][C:12]=2[NH:11][C:10]1=[O:18])[CH2:6][O:7][CH3:8].[I-].[CH3:23][N:24]1[C:32]2[C:27](=[C:28]([CH3:33])[CH:29]=[CH:30][CH:31]=2)[C:26]([CH2:34][N+](C)(C)C)=[CH:25]1.C([O-])([O-])=O.[K+].[K+]. The catalyst is CN(C=O)C.CCOC(C)=O. The product is [CH3:1][O:2][C:3](=[O:21])[C:4]([CH3:19])([CH3:20])[CH:5]([N:9]1[C:13]2[CH:14]=[CH:15][CH:16]=[CH:17][C:12]=2[N:11]([CH2:34][CH:26]2[C:27]3[C:32](=[CH:31][CH:30]=[CH:29][C:28]=3[CH3:33])[N:24]([CH3:23])[CH2:25]2)[C:10]1=[O:18])[CH2:6][O:7][CH3:8]. The yield is 0.240. (2) The reactants are [F:1][C:2]1[CH:3]=[CH:4][CH:5]=[C:6]2[C:11]=1[N:10]=[CH:9][C:8](I)=[CH:7]2.[Na+].[C:14]1([S:20]([O-:22])=[O:21])[CH:19]=[CH:18][CH:17]=[CH:16][CH:15]=1.C(=O)([O-])[O-].[K+].[K+].CNCCNC. The catalyst is [Cu]I.CS(C)=O. The product is [F:1][C:2]1[CH:3]=[CH:4][CH:5]=[C:6]2[C:11]=1[N:10]=[CH:9][C:8]([S:20]([C:14]1[CH:19]=[CH:18][CH:17]=[CH:16][CH:15]=1)(=[O:22])=[O:21])=[CH:7]2. The yield is 0.460. (3) The reactants are [CH3:1][C:2]1[CH:7]=[C:6]([CH3:8])[N:5]=[C:4]([N:9]2[CH2:14][CH2:13][N:12]([C:15]3[CH:16]=[CH:17][C:18]([N+:22]([O-:24])=[O:23])=[C:19](N)[CH:20]=3)[CH2:11][CH2:10]2)[CH:3]=1.N([O-])=O.[Na+].C(=O)([O-])[O-].[Na+].[Na+].[ClH:35]. The catalyst is O.[Cu]Cl. The product is [Cl:35][C:19]1[CH:20]=[C:15]([N:12]2[CH2:13][CH2:14][N:9]([C:4]3[CH:3]=[C:2]([CH3:1])[CH:7]=[C:6]([CH3:8])[N:5]=3)[CH2:10][CH2:11]2)[CH:16]=[CH:17][C:18]=1[N+:22]([O-:24])=[O:23]. The yield is 0.540. (4) The reactants are [Cl:1][C:2]1[CH:10]=[CH:9][C:5]([C:6]([OH:8])=O)=[C:4]([NH:11][CH2:12][CH3:13])[N:3]=1.[CH2:14]([N:16](CC)CC)C.CN.F[P-](F)(F)(F)(F)F.N1(O[P+](N(C)C)(N(C)C)N(C)C)C2C=CC=CC=2N=N1. The catalyst is C1COCC1. The product is [Cl:1][C:2]1[CH:10]=[CH:9][C:5]([C:6]([NH:16][CH3:14])=[O:8])=[C:4]([NH:11][CH2:12][CH3:13])[N:3]=1. The yield is 0.770. (5) The reactants are [F:1][C:2]1[CH:7]=[C:6](I)[CH:5]=[CH:4][C:3]=1[N:9]1[CH:14]=[C:13]([O:15][CH3:16])[C:12](=[O:17])[C:11]([C:18]2[N:22]([C:23]3[CH:28]=[CH:27][CH:26]=[CH:25][CH:24]=3)[N:21]=[CH:20][CH:19]=2)=[N:10]1.Cl.[F:30][C:31]1([F:37])[CH2:36][CH2:35][CH2:34][NH:33][CH2:32]1.CC1(C)C2C(=C(P(C3C=CC=CC=3)C3C=CC=CC=3)C=CC=2)OC2C(P(C3C=CC=CC=3)C3C=CC=CC=3)=CC=CC1=2. The catalyst is O1CCOCC1.C([O-])(O)=O.[Na+].C1C=CC(/C=C/C(/C=C/C2C=CC=CC=2)=O)=CC=1.C1C=CC(/C=C/C(/C=C/C2C=CC=CC=2)=O)=CC=1.C1C=CC(/C=C/C(/C=C/C2C=CC=CC=2)=O)=CC=1.[Pd].[Pd]. The product is [F:30][C:31]1([F:37])[CH2:36][CH2:35][CH2:34][N:33]([C:6]2[CH:5]=[CH:4][C:3]([N:9]3[CH:14]=[C:13]([O:15][CH3:16])[C:12](=[O:17])[C:11]([C:18]4[N:22]([C:23]5[CH:28]=[CH:27][CH:26]=[CH:25][CH:24]=5)[N:21]=[CH:20][CH:19]=4)=[N:10]3)=[C:2]([F:1])[CH:7]=2)[CH2:32]1. The yield is 0.550. (6) The reactants are [C:1]1([CH:7]([C:47]2[CH:52]=[CH:51][CH:50]=[CH:49][CH:48]=2)[N:8]2[CH:13]=[CH:12][CH:11]=[C:10]([C:14]([NH:16][C@@H:17]([CH2:22][CH2:23][NH:24][C:25]([NH:27][S:28]([C:31]3[C:32]([CH3:45])=[C:33]4[C:38](=[C:39]([CH3:42])[C:40]=3[CH3:41])[O:37][C:36]([CH3:44])([CH3:43])[CH2:35][CH2:34]4)(=[O:30])=[O:29])=[NH:26])[C:18]([O:20]C)=[O:19])=[O:15])[C:9]2=[O:46])[CH:6]=[CH:5][CH:4]=[CH:3][CH:2]=1.Cl. The yield is 0.880. The catalyst is CO.[OH-].[Na+]. The product is [C:1]1([CH:7]([C:47]2[CH:48]=[CH:49][CH:50]=[CH:51][CH:52]=2)[N:8]2[CH:13]=[CH:12][CH:11]=[C:10]([C:14]([NH:16][C@@H:17]([CH2:22][CH2:23][NH:24][C:25]([NH:27][S:28]([C:31]3[C:32]([CH3:45])=[C:33]4[C:38](=[C:39]([CH3:42])[C:40]=3[CH3:41])[O:37][C:36]([CH3:43])([CH3:44])[CH2:35][CH2:34]4)(=[O:29])=[O:30])=[NH:26])[C:18]([OH:20])=[O:19])=[O:15])[C:9]2=[O:46])[CH:6]=[CH:5][CH:4]=[CH:3][CH:2]=1. (7) The reactants are Br[C:2]1[CH:3]=[C:4]([C@:8]2([CH2:19][F:20])[CH2:13][C@@H:12]([C:14]([F:17])([F:16])[F:15])[O:11][C:10]([NH2:18])=[N:9]2)[CH:5]=[CH:6][CH:7]=1.[N-:21]=[N+]=[N-].[Na+].C(O)[C@H](O)[C@H]1OC(=O)C(O)=C1[O-].[Na+].CP(C)C.O1CCCC1. The yield is 0.820. The product is [NH2:21][C:2]1[CH:3]=[C:4]([C@:8]2([CH2:19][F:20])[CH2:13][C@@H:12]([C:14]([F:17])([F:16])[F:15])[O:11][C:10]([NH2:18])=[N:9]2)[CH:5]=[CH:6][CH:7]=1. The catalyst is [Cu]I.O. (8) The reactants are [CH3:1][N:2]([CH3:12])[C:3]1[CH:8]=[CH:7][C:6]([C:9](=[O:11])[CH3:10])=[CH:5][CH:4]=1. The catalyst is CN(C(OC)OC)C.C1(C)C=CC=CC=1.CC(O)=O. The product is [CH3:1][N:2]([CH3:12])/[CH:3]=[CH:10]/[C:9]([C:6]1[CH:7]=[CH:8][C:3]([N:2]([CH3:1])[CH3:12])=[CH:4][CH:5]=1)=[O:11]. The yield is 0.180. (9) The reactants are [Br:1][C:2]1[CH:7]=[CH:6][C:5]([CH:8]([CH3:11])[C:9]#[N:10])=[CH:4][CH:3]=1.[CH2:12]=[O:13]. The catalyst is N1C=CC=CC=1.CO.O. The product is [Br:1][C:2]1[CH:3]=[CH:4][C:5]([C:8]([CH3:11])([CH2:12][OH:13])[C:9]#[N:10])=[CH:6][CH:7]=1. The yield is 0.840.